The task is: Predict the product of the given reaction.. This data is from Forward reaction prediction with 1.9M reactions from USPTO patents (1976-2016). (1) Given the reactants C([BH3-])#N.[Na+].[Si:5]([O:12][C:13]1[CH:18]=[CH:17][C:16]([C:19]2[C:24]([CH3:25])=[CH:23][CH:22]=[CH:21][C:20]=2[CH3:26])=[CH:15][C:14]=1[CH2:27][O:28][C:29]1[CH:37]=[CH:36][C:32]([CH:33]=[N:34][OH:35])=[CH:31][CH:30]=1)([C:8]([CH3:11])([CH3:10])[CH3:9])([CH3:7])[CH3:6].O1CCOCC1.Cl, predict the reaction product. The product is: [Si:5]([O:12][C:13]1[CH:18]=[CH:17][C:16]([C:19]2[C:20]([CH3:26])=[CH:21][CH:22]=[CH:23][C:24]=2[CH3:25])=[CH:15][C:14]=1[CH2:27][O:28][C:29]1[CH:37]=[CH:36][C:32]([CH2:33][NH:34][OH:35])=[CH:31][CH:30]=1)([C:8]([CH3:11])([CH3:10])[CH3:9])([CH3:7])[CH3:6]. (2) Given the reactants [C:1]([O:4][CH2:5][CH:6]([O:23][C:24](=[O:26])[CH3:25])[CH2:7][C:8]1[O:9][CH:10]=[C:11]([C:13]2[CH:18]=[CH:17][C:16]([C:19]([F:22])([F:21])[F:20])=[CH:15][CH:14]=2)[N:12]=1)(=[O:3])[CH3:2].C1C(=O)N([Br:34])C(=O)C1.C(=O)(O)[O-].[Na+], predict the reaction product. The product is: [C:1]([O:4][CH2:5][CH:6]([O:23][C:24](=[O:26])[CH3:25])[CH2:7][C:8]1[O:9][C:10]([Br:34])=[C:11]([C:13]2[CH:18]=[CH:17][C:16]([C:19]([F:22])([F:21])[F:20])=[CH:15][CH:14]=2)[N:12]=1)(=[O:3])[CH3:2]. (3) Given the reactants C([Li])CCC.Br[C:7]1[CH:12]=[CH:11][C:10]([C:13]2[CH:18]=[CH:17][C:16]([Cl:19])=[CH:15][CH:14]=2)=[CH:9][C:8]=1[CH3:20].[B:21](OC)([O:24]C)[O:22]C.Cl, predict the reaction product. The product is: [Cl:19][C:16]1[CH:17]=[CH:18][C:13]([C:10]2[CH:9]=[C:8]([CH3:20])[C:7]([B:21]([OH:24])[OH:22])=[CH:12][CH:11]=2)=[CH:14][CH:15]=1. (4) Given the reactants P(Cl)(Cl)([Cl:3])=O.[CH2:6]([O:13][C:14]1[CH:15]=[C:16]2[C:21](=[CH:22][C:23]=1[O:24][CH3:25])[N:20]=[CH:19][NH:18][C:17]2=O)[C:7]1[CH:12]=[CH:11][CH:10]=[CH:9][CH:8]=1.C(N(C(C)C)CC)(C)C.[OH-].[Na+], predict the reaction product. The product is: [CH2:6]([O:13][C:14]1[CH:15]=[C:16]2[C:21](=[CH:22][C:23]=1[O:24][CH3:25])[N:20]=[CH:19][N:18]=[C:17]2[Cl:3])[C:7]1[CH:12]=[CH:11][CH:10]=[CH:9][CH:8]=1. (5) The product is: [NH2:24][C:23]1[CH:22]=[CH:21][S:20][C:19]=1[C:17]([NH:16][C:12]1[CH:13]=[CH:14][CH:15]=[C:10]([O:9][CH3:8])[CH:11]=1)=[O:18]. Given the reactants FC(F)(F)C(O)=O.[CH3:8][O:9][C:10]1[CH:11]=[C:12]([NH:16][C:17]([C:19]2[S:20][CH:21]=[CH:22][C:23]=2[NH:24]C(=O)OC(C)(C)C)=[O:18])[CH:13]=[CH:14][CH:15]=1, predict the reaction product. (6) Given the reactants [O-:1][C:2]#[N:3].[Na+].[NH2:5][CH2:6][CH2:7][N:8]1[C:25](=[N:26][C:27]2[C:32]([CH:33]([CH3:35])[CH3:34])=[CH:31][CH:30]=[CH:29][C:28]=2[CH:36]([CH3:38])[CH3:37])[CH:24]=[C:11]2[C:12]3[C:17]([CH2:18][CH2:19][N:10]2[C:9]1=[O:39])=[CH:16][C:15]([O:20][CH3:21])=[C:14]([O:22][CH3:23])[CH:13]=3.[OH-].[Na+], predict the reaction product. The product is: [C:2]([NH:5][CH2:6][CH2:7][N:8]1[C:25](=[N:26][C:27]2[C:28]([CH:36]([CH3:37])[CH3:38])=[CH:29][CH:30]=[CH:31][C:32]=2[CH:33]([CH3:35])[CH3:34])[CH:24]=[C:11]2[C:12]3[C:17]([CH2:18][CH2:19][N:10]2[C:9]1=[O:39])=[CH:16][C:15]([O:20][CH3:21])=[C:14]([O:22][CH3:23])[CH:13]=3)(=[O:1])[NH2:3]. (7) Given the reactants [CH2:1]([O:3][C:4](=[O:27])[C:5]1[CH:10]=[CH:9][C:8]([O:11][CH2:12][CH2:13][NH:14][C:15]([C:17]2[O:18][C:19]3[CH:26]=[CH:25][CH:24]=[CH:23][C:20]=3[C:21]=2[CH3:22])=[O:16])=[CH:7][CH:6]=1)[CH3:2].Br[N:29]1[C:33](=O)CC[C:30]1=O, predict the reaction product. The product is: [CH2:1]([O:3][C:4](=[O:27])[C:5]1[CH:10]=[CH:9][C:8]([O:11][CH2:12][CH2:13][NH:14][C:15]([C:17]2[O:18][C:19]3[CH:26]=[CH:25][CH:24]=[CH:23][C:20]=3[C:21]=2[CH2:22][N:29]([CH3:33])[CH3:30])=[O:16])=[CH:7][CH:6]=1)[CH3:2]. (8) The product is: [CH:1]1[CH2:6][CH2:5][CH2:4][CH2:3][CH:2]=1.[C:13]1(=[O:14])[CH2:8][CH2:9][CH2:10][CH2:11][CH2:12]1. Given the reactants [C:1]1(O)[CH:6]=[CH:5][CH:4]=[CH:3][CH:2]=1.[C:8]1(C)[C:13]([OH:14])=[CH:12][CH:11]=[CH:10][CH:9]=1.C1C(O)=CC=CC=1C.C1(=O)CCCCC1, predict the reaction product. (9) Given the reactants [F:1][C:2]1[CH:7]=[CH:6][C:5]([C:8]([F:11])([F:10])[F:9])=[CH:4][C:3]=1[NH:12][C:13]1[N:17]([CH3:18])[C:16]2[CH:19]=[CH:20][C:21]([O:23][C:24]3[CH:29]=[CH:28][N:27]=[C:26]([NH:30][C:31]([CH:33]4[CH2:38][CH2:37][N:36]([CH2:39][CH2:40][O:41]C)[CH2:35][CH2:34]4)=[O:32])[CH:25]=3)=[CH:22][C:15]=2[N:14]=1, predict the reaction product. The product is: [F:1][C:2]1[CH:7]=[CH:6][C:5]([C:8]([F:10])([F:9])[F:11])=[CH:4][C:3]=1[NH:12][C:13]1[N:17]([CH3:18])[C:16]2[CH:19]=[CH:20][C:21]([O:23][C:24]3[CH:29]=[CH:28][N:27]=[C:26]([NH:30][C:31]([CH:33]4[CH2:34][CH2:35][N:36]([CH2:39][CH2:40][OH:41])[CH2:37][CH2:38]4)=[O:32])[CH:25]=3)=[CH:22][C:15]=2[N:14]=1. (10) Given the reactants [NH2:1][C:2]1[CH:7]=[N:6][C:5]([C:8]#[N:9])=[CH:4][N:3]=1.CC(C)([O-])C.[Na+].Br[C:17]1[CH:22]=[C:21]([NH:23][CH2:24][CH:25]2[CH2:30][CH2:29][CH2:28][N:27]([C:31]([O:33][C:34]([CH3:37])([CH3:36])[CH3:35])=[O:32])[CH2:26]2)[C:20]([N+:38]([O-:40])=[O:39])=[CH:19][N:18]=1, predict the reaction product. The product is: [C:8]([C:5]1[N:6]=[CH:7][C:2]([NH:1][C:17]2[CH:22]=[C:21]([NH:23][CH2:24][CH:25]3[CH2:30][CH2:29][CH2:28][N:27]([C:31]([O:33][C:34]([CH3:35])([CH3:37])[CH3:36])=[O:32])[CH2:26]3)[C:20]([N+:38]([O-:40])=[O:39])=[CH:19][N:18]=2)=[N:3][CH:4]=1)#[N:9].